Dataset: Catalyst prediction with 721,799 reactions and 888 catalyst types from USPTO. Task: Predict which catalyst facilitates the given reaction. Product: [NH2:1][C:2]1[N:7]=[CH:6][N:5]=[C:4]([NH:8][C@H:9]([C:11]2[N:16]([C:17]3[CH:22]=[CH:21][CH:20]=[CH:19][CH:18]=3)[C:15](=[O:23])[C:14]3=[C:24]([CH3:27])[CH:25]=[CH:26][N:13]3[N:12]=2)[CH3:10])[C:3]=1[C:35]1[CH:36]=[C:37]2[C:32]([CH:31]=[CH:30][NH:29]2)=[CH:33][CH:34]=1. The catalyst class is: 155. Reactant: [NH2:1][C:2]1[N:7]=[CH:6][N:5]=[C:4]([NH:8][C@H:9]([C:11]2[N:16]([C:17]3[CH:22]=[CH:21][CH:20]=[CH:19][CH:18]=3)[C:15](=[O:23])[C:14]3=[C:24]([CH3:27])[CH:25]=[CH:26][N:13]3[N:12]=2)[CH3:10])[C:3]=1Br.[NH:29]1[C:37]2[C:32](=[CH:33][CH:34]=[C:35](B(O)O)[CH:36]=2)[CH:31]=[CH:30]1.C(=O)([O-])[O-].[Cs+].[Cs+].